Dataset: NCI-60 drug combinations with 297,098 pairs across 59 cell lines. Task: Regression. Given two drug SMILES strings and cell line genomic features, predict the synergy score measuring deviation from expected non-interaction effect. (1) Drug 1: CN(C(=O)NC(C=O)C(C(C(CO)O)O)O)N=O. Drug 2: N.N.Cl[Pt+2]Cl. Cell line: OVCAR-4. Synergy scores: CSS=18.4, Synergy_ZIP=-0.619, Synergy_Bliss=-0.894, Synergy_Loewe=-43.4, Synergy_HSA=-1.63. (2) Drug 1: CC(C1=C(C=CC(=C1Cl)F)Cl)OC2=C(N=CC(=C2)C3=CN(N=C3)C4CCNCC4)N. Drug 2: COC1=C2C(=CC3=C1OC=C3)C=CC(=O)O2. Cell line: OVCAR3. Synergy scores: CSS=-1.59, Synergy_ZIP=11.6, Synergy_Bliss=11.9, Synergy_Loewe=0.631, Synergy_HSA=0.426. (3) Drug 1: CC12CCC(CC1=CCC3C2CCC4(C3CC=C4C5=CN=CC=C5)C)O. Cell line: COLO 205. Synergy scores: CSS=-2.03, Synergy_ZIP=3.10, Synergy_Bliss=0.517, Synergy_Loewe=-5.57, Synergy_HSA=-5.11. Drug 2: CC(C)NC(=O)C1=CC=C(C=C1)CNNC.Cl. (4) Drug 1: C#CCC(CC1=CN=C2C(=N1)C(=NC(=N2)N)N)C3=CC=C(C=C3)C(=O)NC(CCC(=O)O)C(=O)O. Drug 2: COCCOC1=C(C=C2C(=C1)C(=NC=N2)NC3=CC=CC(=C3)C#C)OCCOC.Cl. Cell line: UACC-257. Synergy scores: CSS=-2.89, Synergy_ZIP=1.34, Synergy_Bliss=-0.220, Synergy_Loewe=-3.01, Synergy_HSA=-2.41. (5) Drug 1: C1CCN(CC1)CCOC2=CC=C(C=C2)C(=O)C3=C(SC4=C3C=CC(=C4)O)C5=CC=C(C=C5)O. Drug 2: C1CN1P(=S)(N2CC2)N3CC3. Cell line: BT-549. Synergy scores: CSS=9.87, Synergy_ZIP=-2.27, Synergy_Bliss=5.18, Synergy_Loewe=1.53, Synergy_HSA=3.22. (6) Drug 1: CC1=C(N=C(N=C1N)C(CC(=O)N)NCC(C(=O)N)N)C(=O)NC(C(C2=CN=CN2)OC3C(C(C(C(O3)CO)O)O)OC4C(C(C(C(O4)CO)O)OC(=O)N)O)C(=O)NC(C)C(C(C)C(=O)NC(C(C)O)C(=O)NCCC5=NC(=CS5)C6=NC(=CS6)C(=O)NCCC[S+](C)C)O. Drug 2: C1C(C(OC1N2C=NC(=NC2=O)N)CO)O. Cell line: CAKI-1. Synergy scores: CSS=31.5, Synergy_ZIP=-0.850, Synergy_Bliss=-0.134, Synergy_Loewe=-2.63, Synergy_HSA=3.45. (7) Drug 1: CC1=C(C=C(C=C1)NC2=NC=CC(=N2)N(C)C3=CC4=NN(C(=C4C=C3)C)C)S(=O)(=O)N.Cl. Drug 2: C1CC(=O)NC(=O)C1N2CC3=C(C2=O)C=CC=C3N. Cell line: OVCAR-5. Synergy scores: CSS=3.45, Synergy_ZIP=-1.20, Synergy_Bliss=0.351, Synergy_Loewe=-1.81, Synergy_HSA=-1.59. (8) Drug 1: CC1=C2C(C(=O)C3(C(CC4C(C3C(C(C2(C)C)(CC1OC(=O)C(C(C5=CC=CC=C5)NC(=O)OC(C)(C)C)O)O)OC(=O)C6=CC=CC=C6)(CO4)OC(=O)C)O)C)O. Drug 2: C1=CN(C=N1)CC(O)(P(=O)(O)O)P(=O)(O)O. Cell line: HCC-2998. Synergy scores: CSS=11.0, Synergy_ZIP=6.24, Synergy_Bliss=9.48, Synergy_Loewe=10.6, Synergy_HSA=10.9. (9) Drug 1: C1CN1P(=S)(N2CC2)N3CC3. Drug 2: CC1=C(C(CCC1)(C)C)C=CC(=CC=CC(=CC(=O)O)C)C. Cell line: HL-60(TB). Synergy scores: CSS=46.0, Synergy_ZIP=-2.77, Synergy_Bliss=2.46, Synergy_Loewe=-13.4, Synergy_HSA=-4.17.